This data is from Full USPTO retrosynthesis dataset with 1.9M reactions from patents (1976-2016). The task is: Predict the reactants needed to synthesize the given product. (1) Given the product [C:24]([O:16][C:13]1[CH:14]=[CH:15][C:10]([N:7]2[CH2:6][CH2:5][N:4]([C:1](=[O:3])[CH3:2])[CH2:9][CH2:8]2)=[CH:11][CH:12]=1)(=[O:26])[CH3:25], predict the reactants needed to synthesize it. The reactants are: [C:1]([N:4]1[CH2:9][CH2:8][N:7]([C:10]2[CH:15]=[CH:14][C:13]([OH:16])=[CH:12][CH:11]=2)[CH2:6][CH2:5]1)(=[O:3])[CH3:2].C(N(CC)CC)C.[C:24](Cl)(=[O:26])[CH3:25]. (2) Given the product [ClH:32].[ClH:32].[N:26]12[CH2:31][CH2:30][CH:29]([CH2:28][CH2:27]1)[CH:24]([O:23][C:20]1[CH:19]=[CH:18][C:17]([O:16][C:13]3[CH:14]=[CH:15][C:10]([NH:8][NH2:9])=[CH:11][CH:12]=3)=[CH:22][CH:21]=1)[CH2:25]2, predict the reactants needed to synthesize it. The reactants are: C(OC([N:8]([C:10]1[CH:15]=[CH:14][C:13]([O:16][C:17]2[CH:22]=[CH:21][C:20]([O:23][CH:24]3[CH:29]4[CH2:30][CH2:31][N:26]([CH2:27][CH2:28]4)[CH2:25]3)=[CH:19][CH:18]=2)=[CH:12][CH:11]=1)[NH2:9])=O)(C)(C)C.[ClH:32]. (3) Given the product [CH3:1][O:2][C:3]([C:5]1[S:6][C:7]([C:22]2[CH2:27][CH2:26][C:25]([CH3:29])([CH3:28])[CH2:24][CH:23]=2)=[CH:8][C:9]=1[N:10]([C:37]([C@H:34]1[CH2:35][CH2:36][C@H:31]([CH3:30])[CH2:32][CH2:33]1)=[O:38])[CH:11]1[CH2:16][CH2:15][CH:14]([N:17]2[CH:21]=[N:20][CH:19]=[N:18]2)[CH2:13][CH2:12]1)=[O:4], predict the reactants needed to synthesize it. The reactants are: [CH3:1][O:2][C:3]([C:5]1[S:6][C:7]([C:22]2[CH2:27][CH2:26][C:25]([CH3:29])([CH3:28])[CH2:24][CH:23]=2)=[CH:8][C:9]=1[NH:10][CH:11]1[CH2:16][CH2:15][CH:14]([N:17]2[CH:21]=[N:20][CH:19]=[N:18]2)[CH2:13][CH2:12]1)=[O:4].[CH3:30][C@H:31]1[CH2:36][CH2:35][C@H:34]([C:37](Cl)=[O:38])[CH2:33][CH2:32]1. (4) Given the product [CH2:35]([Cl:37])[Cl:36].[CH3:2][OH:3].[NH4+:10].[OH-:13].[F:5][C:6]1[CH:7]=[CH:8][C:9]([CH2:12][O:13][C:14]2[CH:19]=[CH:18][N:17]([C:20]3[CH:21]=[CH:22][C:23]4[C:24]5[CH2:33][CH2:32][N:31]([CH:39]([CH3:41])[CH3:38])[CH2:30][CH2:29][C:25]=5[NH:26][C:27]=4[CH:28]=3)[C:16](=[O:34])[CH:15]=2)=[N:10][CH:11]=1, predict the reactants needed to synthesize it. The reactants are: C[C:2](O)=[O:3].[F:5][C:6]1[CH:7]=[CH:8][C:9]([CH2:12][O:13][C:14]2[CH:19]=[CH:18][N:17]([C:20]3[CH:21]=[CH:22][C:23]4[C:24]5[CH2:33][CH2:32][NH:31][CH2:30][CH2:29][C:25]=5[NH:26][C:27]=4[CH:28]=3)[C:16](=[O:34])[CH:15]=2)=[N:10][CH:11]=1.[CH2:35]([Cl:37])[Cl:36].[CH3:38][C:39]([CH3:41])=O. (5) Given the product [C:1]([O:5][C:6]([N:7]1[C:12](=[O:13])[CH:11]=[C:9]([OH:10])[CH:8]1[CH2:21][C:22]1[C:30]2[C:25](=[CH:26][CH:27]=[CH:28][CH:29]=2)[NH:24][CH:23]=1)=[O:31])([CH3:2])([CH3:3])[CH3:4], predict the reactants needed to synthesize it. The reactants are: [C:1]([O:5][C:6](=[O:31])[NH:7][CH:8]([CH2:21][C:22]1[C:30]2[C:25](=[CH:26][CH:27]=[CH:28][CH:29]=2)[NH:24][CH:23]=1)[C:9](=[C:11]1C(=O)OC(C)(C)[O:13][C:12]1=O)[OH:10])([CH3:4])([CH3:3])[CH3:2]. (6) Given the product [CH:16]1([C@H:4]2[C@H:3]([CH3:19])[C@@H:2]([NH:1][C:21]3[CH:26]=[CH:25][N:24]=[C:23]([O:27][CH3:28])[N:22]=3)[C:11]3[C:6](=[CH:7][CH:8]=[C:9]([F:12])[CH:10]=3)[N:5]2[C:13](=[O:15])[CH3:14])[CH2:18][CH2:17]1, predict the reactants needed to synthesize it. The reactants are: [NH2:1][C@H:2]1[C:11]2[C:6](=[CH:7][CH:8]=[C:9]([F:12])[CH:10]=2)[N:5]([C:13](=[O:15])[CH3:14])[C@@H:4]([CH:16]2[CH2:18][CH2:17]2)[C@@H:3]1[CH3:19].Br[C:21]1[CH:26]=[CH:25][N:24]=[C:23]([O:27][CH3:28])[N:22]=1.CN(C1C(C2C(P(C3CCCCC3)C3CCCCC3)=CC=CC=2)=CC=CC=1)C.CC(C)([O-])C.[Na+]. (7) Given the product [C:1]12([N:11]3[CH2:16][CH2:15][N:14]([CH2:18][C:19]#[N:20])[CH2:13][CH2:12]3)[CH2:8][CH:7]3[CH2:6][CH:5]([CH2:4][CH:3]([CH2:9]3)[CH2:2]1)[CH2:10]2, predict the reactants needed to synthesize it. The reactants are: [C:1]12([N:11]3[CH2:16][CH2:15][NH:14][CH2:13][CH2:12]3)[CH2:10][CH:5]3[CH2:6][CH:7]([CH2:9][CH:3]([CH2:4]3)[CH2:2]1)[CH2:8]2.Br[CH2:18][C:19]#[N:20]. (8) Given the product [C:23]([NH:1][CH2:2][CH2:3][CH2:4][CH2:5][CH2:6][CH2:7][CH2:8][CH2:9][CH2:10][CH2:11][CH2:12][C:13]([OH:15])=[O:14])([O:22][C:18]([CH3:21])([CH3:20])[CH3:19])=[O:24], predict the reactants needed to synthesize it. The reactants are: [NH2:1][CH2:2][CH2:3][CH2:4][CH2:5][CH2:6][CH2:7][CH2:8][CH2:9][CH2:10][CH2:11][CH2:12][C:13]([OH:15])=[O:14].[OH-].[Na+].[C:18]([O:22][C:23](O[C:23]([O:22][C:18]([CH3:21])([CH3:20])[CH3:19])=[O:24])=[O:24])([CH3:21])([CH3:20])[CH3:19]. (9) Given the product [N:20]1[CH:25]=[CH:24][CH:23]=[C:22]([C:2]2[CH:10]=[CH:9][C:8]3[NH:7][C:6]4[CH2:11][CH2:12][N:13]([C:15]([O:17][CH2:18][CH3:19])=[O:16])[CH2:14][C:5]=4[C:4]=3[CH:3]=2)[CH:21]=1, predict the reactants needed to synthesize it. The reactants are: Br[C:2]1[CH:10]=[CH:9][C:8]2[NH:7][C:6]3[CH2:11][CH2:12][N:13]([C:15]([O:17][CH2:18][CH3:19])=[O:16])[CH2:14][C:5]=3[C:4]=2[CH:3]=1.[N:20]1[CH:25]=[CH:24][CH:23]=[C:22](B(O)O)[CH:21]=1.[O-]P([O-])([O-])=O.[K+].[K+].[K+]. (10) Given the product [CH2:35]([N:34]([CH2:39][CH2:40][CH2:41][CH3:42])[C:33]([C:3]1[C:2]([Cl:1])=[C:6]([CH3:7])[N:5]([C:8]2[CH:16]=[CH:15][C:14]([C:17](=[O:32])[NH:18][S:19]([C:22]3[CH:31]=[CH:30][C:29]4[C:24](=[CH:25][CH:26]=[CH:27][CH:28]=4)[CH:23]=3)(=[O:20])=[O:21])=[CH:13][C:9]=2[C:10]([N:52]2[CH2:51][C:50]3[CH:53]=[CH:54][CH:55]=[CH:56][C:49]=3[CH2:48][N:47]=[C:46]2[N:45]([CH3:57])[CH3:44])=[O:12])[N:4]=1)=[O:43])[CH2:36][CH2:37][CH3:38], predict the reactants needed to synthesize it. The reactants are: [Cl:1][C:2]1[C:3]([C:33](=[O:43])[N:34]([CH2:39][CH2:40][CH2:41][CH3:42])[CH2:35][CH2:36][CH2:37][CH3:38])=[N:4][N:5]([C:8]2[CH:16]=[CH:15][C:14]([C:17](=[O:32])[NH:18][S:19]([C:22]3[CH:31]=[CH:30][C:29]4[C:24](=[CH:25][CH:26]=[CH:27][CH:28]=4)[CH:23]=3)(=[O:21])=[O:20])=[CH:13][C:9]=2[C:10]([OH:12])=O)[C:6]=1[CH3:7].[CH3:44][N:45]([CH3:57])[C:46]1[NH:52][CH2:51][C:50]2[CH:53]=[CH:54][CH:55]=[CH:56][C:49]=2[CH2:48][N:47]=1.C(N(C(C)C)C(C)C)C.